This data is from Full USPTO retrosynthesis dataset with 1.9M reactions from patents (1976-2016). The task is: Predict the reactants needed to synthesize the given product. (1) Given the product [CH3:15][CH2:14][NH:13][C:7]1[N:6]=[C:5]([NH:4][CH:2]([CH3:1])[CH3:3])[N:10]=[C:9]([S:11][CH3:12])[N:8]=1, predict the reactants needed to synthesize it. The reactants are: [CH3:1][CH:2]([NH:4][C:5]1[N:10]=[C:9]([S:11][CH3:12])[N:8]=[C:7]([NH:13][CH:14](C)[CH3:15])[N:6]=1)[CH3:3].CSC1N=C(C(C)C)N=C(C(C)C)N1N. (2) Given the product [CH3:16][O:6][C:5](=[O:7])[C:4]1[CH:8]=[C:9]([I:11])[CH:10]=[C:2]([Br:1])[CH:3]=1, predict the reactants needed to synthesize it. The reactants are: [Br:1][C:2]1[CH:3]=[C:4]([CH:8]=[C:9]([I:11])[CH:10]=1)[C:5]([OH:7])=[O:6].O=S(Cl)Cl.[CH3:16]O. (3) Given the product [CH2:21]([O:23][C:24]([C:26]1([C:36]2[CH:41]=[CH:40][C:39]([NH:42][C:18]([C:7]3[CH:8]=[N:9][N:10]([C:11]4[CH:12]=[CH:13][C:14]([CH3:17])=[CH:15][CH:16]=4)[C:6]=3[CH3:5])=[O:20])=[CH:38][N:37]=2)[CH2:35][CH2:34][C:29]2([O:30][CH2:31][CH2:32][O:33]2)[CH2:28][CH2:27]1)=[O:25])[CH3:22], predict the reactants needed to synthesize it. The reactants are: S(Cl)(Cl)=O.[CH3:5][C:6]1[N:10]([C:11]2[CH:16]=[CH:15][C:14]([CH3:17])=[CH:13][CH:12]=2)[N:9]=[CH:8][C:7]=1[C:18]([OH:20])=O.[CH2:21]([O:23][C:24]([C:26]1([C:36]2[CH:41]=[CH:40][C:39]([NH2:42])=[CH:38][N:37]=2)[CH2:35][CH2:34][C:29]2([O:33][CH2:32][CH2:31][O:30]2)[CH2:28][CH2:27]1)=[O:25])[CH3:22].Cl.